Dataset: Experimentally validated miRNA-target interactions with 360,000+ pairs, plus equal number of negative samples. Task: Binary Classification. Given a miRNA mature sequence and a target amino acid sequence, predict their likelihood of interaction. (1) The miRNA is hsa-miR-4329 with sequence CCUGAGACCCUAGUUCCAC. The protein sequence of the target gene is MKEMVGGCCVCSDERGWAENPLVYCDGHACSVAVHQACYGIVQVPTGPWFCRKCESQERAARVRCELCPHKDGALKRTDNGGWAHVVCALYIPEVQFANVLTMEPIVLQYVPHDRFNKTCYICEEQGRESKAASGACMTCNRHGCRQAFHVTCAQMAGLLCEEEVLEVDNVKYCGYCKYHFSKMKTSRHSSGGGGGGAGGGGGSMGGGGSGFISGRRSRSASPSTQQEKHPTHHERGQKKSRKDKERLKQKHKKRPESPPSILTPPVVPTADKVSSSASSSSHHEASTQETSESSRESKG.... Result: 1 (interaction). (2) The miRNA is hsa-miR-3158-5p with sequence CCUGCAGAGAGGAAGCCCUUC. The protein sequence of the target gene is MDPVGLQLGNKNLWSCLVRLLTKDPEWLNAKMKFFLPNTDLDSRNETLDPEQRVILQLNKLHVQGSDTWQSFIHCVCMQLEVPLDLEVLLLSTFGYDDGFTSQLGAEGKSQPESQLHHGLKRPHQSCGSSPRRKQCKKQQLELAKKYLQLLRTSAQQRYRSQIPGSGQPHAFHQVYVPPILRRATASLDTPEGAIMGDVKVEDGADVSISDLFNTRVNKGPRVTVLLGKAGMGKTTLAHRLCQKWAEGHLNCFQALFLFEFRQLNLITRFLTPSELLFDLYLSPESDHDTVFQYLEKNAD.... Result: 1 (interaction). (3) The miRNA is hsa-miR-4793-5p with sequence ACAUCCUGCUCCACAGGGCAGAGG. The protein sequence of the target gene is MVAHNQVAADNAVSTAAEPRRRPEPSSSSSSSPAAPARPRPCPAVPAPAPGDTHFRTFRSHADYRRITRASALLDACGFYWGPLSVHGAHERLRAEPVGTFLVRDSRQRNCFFALSVKMASGPTSIRVHFQAGRFHLDGSRESFDCLFELLEHYVAAPRRMLGAPLRQRRVRPLQELCRQRIVATVGRENLARIPLNPVLRDYLSSFPFQI. Result: 0 (no interaction).